From a dataset of Reaction yield outcomes from USPTO patents with 853,638 reactions. Predict the reaction yield, written as a fraction of the theoretical maximum amount of product (1.0 means a 100% yield; for example, 0.34 means a 34% yield). (1) The reactants are [NH2:1][C:2]1[C:11]([SH:12])=[CH:10][C:5]([C:6]([O:8][CH3:9])=[O:7])=[C:4]([NH:13][C:14]2[CH:19]=[CH:18][CH:17]=[CH:16][C:15]=2[F:20])[C:3]=1[F:21].[CH3:22]C1C=CC(S(O)(=O)=O)=CC=1.O. The catalyst is C(OC)(OC)OC. The product is [F:21][C:3]1[C:2]2[N:1]=[CH:22][S:12][C:11]=2[CH:10]=[C:5]([C:6]([O:8][CH3:9])=[O:7])[C:4]=1[NH:13][C:14]1[CH:19]=[CH:18][CH:17]=[CH:16][C:15]=1[F:20]. The yield is 0.851. (2) The reactants are O[C:2]1[C:11]2[C:6](=[N:7][CH:8]=[CH:9][CH:10]=2)[N:5]([C:12]2[CH:17]=[CH:16][CH:15]=[CH:14][CH:13]=2)[C:4](=[O:18])[C:3]=1[C:19](=O)[CH2:20][C:21]1[CH:26]=[CH:25][C:24]([N+:27]([O-:29])=[O:28])=[CH:23][CH:22]=1.O.[NH2:32][NH2:33].O. The catalyst is CN(C=O)C. The product is [N+:27]([C:24]1[CH:25]=[CH:26][C:21]([CH2:20][C:19]2[C:3]3[C:4](=[O:18])[N:5]([C:12]4[CH:17]=[CH:16][CH:15]=[CH:14][CH:13]=4)[C:6]4[N:7]=[CH:8][CH:9]=[CH:10][C:11]=4[C:2]=3[NH:33][N:32]=2)=[CH:22][CH:23]=1)([O-:29])=[O:28]. The yield is 0.860. (3) The reactants are Cl[C:2]1[CH:7]=[CH:6][N:5]=[C:4]2[CH:8]=[C:9]([C:11]([N:13]3[CH2:17][CH2:16][C@@H:15]([O:18][CH3:19])[CH2:14]3)=[O:12])[S:10][C:3]=12.[CH3:20][NH:21][C:22]([C:24]1[C:25]2[CH:34]=[CH:33][C:32]([OH:35])=[CH:31][C:26]=2[S:27][C:28]=1[CH2:29][CH3:30])=[O:23].C([O-])([O-])=O.[Cs+].[Cs+]. No catalyst specified. The product is [CH3:20][NH:21][C:22]([C:24]1[C:25]2[CH:34]=[CH:33][C:32]([O:35][C:2]3[CH:7]=[CH:6][N:5]=[C:4]4[CH:8]=[C:9]([C:11]([N:13]5[CH2:17][CH2:16][C@@H:15]([O:18][CH3:19])[CH2:14]5)=[O:12])[S:10][C:3]=34)=[CH:31][C:26]=2[S:27][C:28]=1[CH2:29][CH3:30])=[O:23]. The yield is 0.190. (4) The catalyst is CO. The reactants are [F:1][C:2]1[C:11]([CH2:12][C:13]2[N:17]3[N:18]=[C:19]([C:22](=O)[CH3:23])[CH:20]=[CH:21][C:16]3=[N:15][N:14]=2)=[C:10]([F:25])[CH:9]=[C:8]2[C:3]=1[CH:4]=[CH:5][CH:6]=[N:7]2.Cl.[NH2:27][OH:28].[OH-].[Na+]. The yield is 0.930. The product is [F:1][C:2]1[C:11]([CH2:12][C:13]2[N:17]3[N:18]=[C:19](/[C:22](=[N:27]/[OH:28])/[CH3:23])[CH:20]=[CH:21][C:16]3=[N:15][N:14]=2)=[C:10]([F:25])[CH:9]=[C:8]2[C:3]=1[CH:4]=[CH:5][CH:6]=[N:7]2. (5) The yield is 0.896. The product is [Br:1][C:2]1[CH:3]=[C:4]2[C:9](=[CH:10][CH:11]=1)[N:8]=[CH:7][CH:6]=[C:5]2[S:13][CH2:14][CH3:15]. The catalyst is CN(C=O)C.O. The reactants are [Br:1][C:2]1[CH:3]=[C:4]2[C:9](=[CH:10][CH:11]=1)[N:8]=[CH:7][CH:6]=[C:5]2Cl.[S-:13][CH2:14][CH3:15].[Na+]. (6) The reactants are Br[CH2:2][CH2:3][N:4]([CH2:13][CH2:14]Br)[C:5]1[CH:10]=[CH:9][C:8]([O:11][CH3:12])=[CH:7][CH:6]=1.C(=O)([O-])O.[Na+].CN(C=O)C.[NH2:26][C:27]1[C:28]([CH3:42])=[C:29]([CH3:41])[C:30]2[O:34][C:33]([CH3:36])([CH3:35])[C:32](=[O:37])[C:31]=2[C:38]=1[CH:39]=[CH2:40]. The catalyst is C(OCC)(=O)C.O. The product is [CH:39]([C:38]1[C:31]2[C:32](=[O:37])[C:33]([CH3:35])([CH3:36])[O:34][C:30]=2[C:29]([CH3:41])=[C:28]([CH3:42])[C:27]=1[N:26]1[CH2:14][CH2:13][N:4]([C:5]2[CH:6]=[CH:7][C:8]([O:11][CH3:12])=[CH:9][CH:10]=2)[CH2:3][CH2:2]1)=[CH2:40]. The yield is 0.0800. (7) The reactants are [CH:1]([C:3]1[CH:18]=[CH:17][C:6]([O:7][C:8]2[CH:16]=[CH:15][C:11]([C:12]([OH:14])=O)=[CH:10][N:9]=2)=[CH:5][CH:4]=1)=[O:2].C(Cl)CCl.[CH:23]1[CH:24]=[CH:25]C2N(O)N=[N:29][C:27]=2[CH:28]=1.N1CCCCC1. The catalyst is C(Cl)Cl. The product is [N:29]1([C:12]([C:11]2[CH:15]=[CH:16][C:8]([O:7][C:6]3[CH:5]=[CH:4][C:3]([CH:1]=[O:2])=[CH:18][CH:17]=3)=[N:9][CH:10]=2)=[O:14])[CH2:25][CH2:24][CH2:23][CH2:28][CH2:27]1. The yield is 0.450.